This data is from NCI-60 drug combinations with 297,098 pairs across 59 cell lines. The task is: Regression. Given two drug SMILES strings and cell line genomic features, predict the synergy score measuring deviation from expected non-interaction effect. (1) Drug 1: CNC(=O)C1=CC=CC=C1SC2=CC3=C(C=C2)C(=NN3)C=CC4=CC=CC=N4. Drug 2: C1C(C(OC1N2C=NC3=C2NC=NCC3O)CO)O. Cell line: MDA-MB-435. Synergy scores: CSS=3.77, Synergy_ZIP=0.776, Synergy_Bliss=6.70, Synergy_Loewe=0.601, Synergy_HSA=4.41. (2) Drug 1: CS(=O)(=O)CCNCC1=CC=C(O1)C2=CC3=C(C=C2)N=CN=C3NC4=CC(=C(C=C4)OCC5=CC(=CC=C5)F)Cl. Drug 2: COC1=C2C(=CC3=C1OC=C3)C=CC(=O)O2. Cell line: NCI-H522. Synergy scores: CSS=22.2, Synergy_ZIP=-6.20, Synergy_Bliss=-2.09, Synergy_Loewe=-36.8, Synergy_HSA=-1.66.